Dataset: Acute oral toxicity (LD50) regression data from Zhu et al.. Task: Regression/Classification. Given a drug SMILES string, predict its toxicity properties. Task type varies by dataset: regression for continuous values (e.g., LD50, hERG inhibition percentage) or binary classification for toxic/non-toxic outcomes (e.g., AMES mutagenicity, cardiotoxicity, hepatotoxicity). Dataset: ld50_zhu. (1) The compound is COP(=O)(OC)OC1=C(Cl)C2C=CCC12. The rat oral LD50 is 3.42, given as -log10 of the dose in mol/kg body weight (higher means more acutely toxic). (2) The molecule is CCOP(=S)(OCC)Oc1ccc(=O)n(-c2ccccc2)n1. The rat oral LD50 is 2.65, given as -log10 of the dose in mol/kg body weight (higher means more acutely toxic). (3) The compound is CCOC(=S)C=Cc1ccc([N+](=O)[O-])cc1. The rat oral LD50 is 2.39, given as -log10 of the dose in mol/kg body weight (higher means more acutely toxic).